Task: Predict the reaction yield, written as a fraction of the theoretical maximum amount of product (1.0 means a 100% yield; for example, 0.34 means a 34% yield).. Dataset: Reaction yield outcomes from USPTO patents with 853,638 reactions (1) The yield is 0.630. The catalyst is C(O)C.O. The product is [F:14][C:2]([F:1])([F:13])[C:3]1[C:4]([C:9]([OH:11])=[O:10])=[N:5][CH:6]=[CH:7][N:8]=1. The reactants are [F:1][C:2]([F:14])([F:13])[C:3]1[C:4]([C:9]([O:11]C)=[O:10])=[N:5][CH:6]=[CH:7][N:8]=1.[OH-].[K+]. (2) The reactants are C[O:2][C:3]1[CH:8]=[C:7]([O:9]C)[CH:6]=[CH:5][C:4]=1[CH:11]1[N:16]([CH3:17])[CH2:15][CH2:14][C:13]([CH3:18])=[CH:12]1.B(Br)(Br)Br.C(=O)(O)[O-].[Na+]. The catalyst is ClCCl. The product is [CH3:17][N:16]1[CH2:15][CH2:14][C:13]([CH3:18])=[CH:12][CH:11]1[C:4]1[CH:5]=[CH:6][C:7]([OH:9])=[CH:8][C:3]=1[OH:2]. The yield is 0.350. (3) The reactants are Cl.[C:2](Cl)(=[O:9])[C:3]1[CH:8]=[CH:7][CH:6]=[N:5][CH:4]=1.[NH2:11][C:12]1[S:13][C:14]([N:22]2[CH2:27][CH2:26][O:25][CH2:24][CH2:23]2)=[C:15]([C:17]2[O:18][CH:19]=[CH:20][CH:21]=2)[N:16]=1. No catalyst specified. The product is [O:18]1[CH:19]=[CH:20][CH:21]=[C:17]1[C:15]1[N:16]=[C:12]([NH:11][C:2]([C:3]2[CH:4]=[N:5][CH:6]=[CH:7][CH:8]=2)=[O:9])[S:13][C:14]=1[N:22]1[CH2:27][CH2:26][O:25][CH2:24][CH2:23]1. The yield is 0.610. (4) The reactants are [C:1]1([C@H:13]2[C@H:17]([C:18]3[CH:23]=[CH:22][CH:21]=[C:20]([O:24]C)[CH:19]=3)[C:16](=[O:26])[NH:15][C:14]2=[O:27])[C:11]2=[C:12]3[C:7](=[CH:8][CH:9]=[CH:10]2)[CH2:6][CH2:5][CH2:4][N:3]3[CH:2]=1.B(Br)(Br)Br. The catalyst is ClCCl. The product is [C:1]1([C@H:13]2[C@H:17]([C:18]3[CH:23]=[CH:22][CH:21]=[C:20]([OH:24])[CH:19]=3)[C:16](=[O:26])[NH:15][C:14]2=[O:27])[C:11]2=[C:12]3[C:7](=[CH:8][CH:9]=[CH:10]2)[CH2:6][CH2:5][CH2:4][N:3]3[CH:2]=1. The yield is 0.630. (5) The reactants are [NH:1]1[C:9]2[C:4](=[N:5][C:6]([C:10]([OH:12])=O)=[CH:7][CH:8]=2)[N:3]=[CH:2]1.[CH2:13]1[C@H:22]2[C@H:17]([CH2:18][CH2:19][C:20]3[CH:26]=[CH:25][CH:24]=[CH:23][C:21]=32)[NH:16][CH2:15][CH2:14]1.F[P-](F)(F)(F)(F)F.N1(OC(N(C)C)=[N+](C)C)C2N=CC=CC=2N=N1. No catalyst specified. The product is [CH2:13]1[C@H:22]2[C@H:17]([CH2:18][CH2:19][C:20]3[CH:26]=[CH:25][CH:24]=[CH:23][C:21]=32)[N:16]([C:10]([C:6]2[N:5]=[C:4]3[N:3]=[CH:2][NH:1][C:9]3=[CH:8][CH:7]=2)=[O:12])[CH2:15][CH2:14]1. The yield is 0.570. (6) The reactants are NC[C:3]1[CH:11]=[CH:10][C:6]([C:7]([OH:9])=[O:8])=[CH:5][C:4]=1[N+:12]([O-:14])=[O:13].ClC(OCC1C2C=CC=CC=2C2C1=CC=CC=2)=O. The catalyst is C([O-])([O-])=O.[Na+].[Na+].O1CCOCC1. The product is [N+:12]([C:4]1[CH:5]=[C:6]([CH:10]=[CH:11][CH:3]=1)[C:7]([OH:9])=[O:8])([O-:14])=[O:13]. The yield is 0.920. (7) The catalyst is O1CCCC1. The product is [C:12]1([N:11]([C:18]2[CH:23]=[CH:22][CH:21]=[CH:20][CH:19]=2)[C:10]2[CH:24]=[CH:25][C:7]([B:30]3[O:34][C:33]([CH3:36])([CH3:35])[C:32]([CH3:38])([CH3:37])[O:31]3)=[CH:8][CH:9]=2)[CH:17]=[CH:16][CH:15]=[CH:14][CH:13]=1. The reactants are C([Li])CCC.Br[C:7]1[CH:25]=[CH:24][C:10]([N:11]([C:18]2[CH:23]=[CH:22][CH:21]=[CH:20][CH:19]=2)[C:12]2[CH:17]=[CH:16][CH:15]=[CH:14][CH:13]=2)=[CH:9][CH:8]=1.C(O[B:30]1[O:34][C:33]([CH3:36])([CH3:35])[C:32]([CH3:38])([CH3:37])[O:31]1)(C)C. The yield is 0.728. (8) The reactants are [C:1]1([CH2:7][CH2:8][CH2:9][CH2:10][C:11]([OH:13])=O)[CH:6]=[CH:5][CH:4]=[CH:3][CH:2]=1.S(Cl)([Cl:16])=O. The catalyst is CN(C=O)C. The product is [C:1]1([CH2:7][CH2:8][CH2:9][CH2:10][C:11]([Cl:16])=[O:13])[CH:6]=[CH:5][CH:4]=[CH:3][CH:2]=1. The yield is 0.860.